This data is from Full USPTO retrosynthesis dataset with 1.9M reactions from patents (1976-2016). The task is: Predict the reactants needed to synthesize the given product. The reactants are: [Cu][C:2]#N.C[Li].C(OCC)C.Br[CH2:12][C:13]1[C:17]([O:18][C:19]2[CH:24]=[CH:23][CH:22]=[C:21]([O:25][C:26]([F:29])([F:28])[F:27])[CH:20]=2)=[N:16][N:15]([C:30]2[CH:35]=[CH:34][C:33]([C:36]([F:39])([F:38])[F:37])=[CH:32][CH:31]=2)[N:14]=1. Given the product [CH2:12]([C:13]1[C:17]([O:18][C:19]2[CH:24]=[CH:23][CH:22]=[C:21]([O:25][C:26]([F:29])([F:28])[F:27])[CH:20]=2)=[N:16][N:15]([C:30]2[CH:35]=[CH:34][C:33]([C:36]([F:39])([F:38])[F:37])=[CH:32][CH:31]=2)[N:14]=1)[CH3:2], predict the reactants needed to synthesize it.